From a dataset of Forward reaction prediction with 1.9M reactions from USPTO patents (1976-2016). Predict the product of the given reaction. Given the reactants [C:1]1([NH2:8])[CH:6]=[CH:5][C:4]([NH2:7])=[CH:3][CH:2]=1.[C:9]1(=O)[O:14][C:12](=[O:13])[CH:11]=[CH:10]1, predict the reaction product. The product is: [NH2:7][C:4]1[CH:5]=[CH:6][C:1]([N:8]2[C:12](=[O:13])[CH:11]=[CH:10][C:9]2=[O:14])=[CH:2][CH:3]=1.